From a dataset of Catalyst prediction with 721,799 reactions and 888 catalyst types from USPTO. Predict which catalyst facilitates the given reaction. (1) Reactant: [C:1]([O:7][CH2:8][CH2:9][CH2:10][C@@H:11]([O:21][Si:22]([C:25]([CH3:28])([CH3:27])[CH3:26])([CH3:24])[CH3:23])[CH2:12][CH:13]([CH3:20])[C:14](N(OC)C)=[O:15])(=[O:6])[C:2]([CH3:5])([CH3:4])[CH3:3].[CH3:29][Mg]Cl. Product: [C:1]([O:7][CH2:8][CH2:9][CH2:10][C@@H:11]([O:21][Si:22]([C:25]([CH3:28])([CH3:27])[CH3:26])([CH3:24])[CH3:23])[CH2:12][CH:13]([CH3:20])[C:14](=[O:15])[CH3:29])(=[O:6])[C:2]([CH3:5])([CH3:3])[CH3:4]. The catalyst class is: 1. (2) Reactant: C(N(CC)CC)C.C([O:11][C@@H:12]1[O:29][C@H:28]([CH2:30][O:31][C:32]2[CH:37]=[CH:36][CH:35]=[C:34]([Br:38])[CH:33]=2)[C@@H:23]([O:24]C(=O)C)[C@H:18]([O:19]C(=O)C)[C@H:13]1[O:14]C(=O)C)(=O)C.CO.O. Product: [Br:38][C:34]1[CH:33]=[C:32]([O:31][CH2:30][C@H:28]2[O:29][C@@H:12]([OH:11])[C@H:13]([OH:14])[C@@H:18]([OH:19])[C@@H:23]2[OH:24])[CH:37]=[CH:36][CH:35]=1. The catalyst class is: 866. (3) The catalyst class is: 563. Product: [NH:12]1[CH2:17][CH2:16][CH:15]([C:18]2[C:22]3=[C:23]4[CH:29]=[CH:28][NH:27][C:24]4=[N:25][CH:26]=[C:21]3[NH:20][N:19]=2)[CH2:14][CH2:13]1. Reactant: C([O-])=O.[NH4+].C([N:12]1[CH2:17][CH2:16][CH:15]([C:18]2[C:22]3=[C:23]4[CH:29]=[CH:28][NH:27][C:24]4=[N:25][CH:26]=[C:21]3[NH:20][N:19]=2)[CH2:14][CH2:13]1)C1C=CC=CC=1.